From a dataset of Forward reaction prediction with 1.9M reactions from USPTO patents (1976-2016). Predict the product of the given reaction. (1) Given the reactants [CH3:1][C:2]1[CH:3]=[C:4]([CH3:25])[CH:5]=[C:6]([NH:8][C:9]([CH2:11][C:12]2[CH:13]=[CH:14][C:15]([O:18][C:19]([C:22](O)=[O:23])([CH3:21])[CH3:20])=[CH:16][CH:17]=2)=[O:10])[CH:7]=1.Cl.C[O:28][C:29](=[O:35])[C@H:30]([CH:32]([CH3:34])[CH3:33])[NH2:31].O.ON1C2C=CC=CC=2N=N1.CN1CCOCC1.Cl.CN(C)CCCN=C=NCC, predict the reaction product. The product is: [CH3:25][C:4]1[CH:5]=[C:6]([NH:8][C:9]([CH2:11][C:12]2[CH:17]=[CH:16][C:15]([O:18][C:19]([CH3:20])([CH3:21])[C:22]([NH:31][CH:30]([CH:32]([CH3:34])[CH3:33])[C:29]([OH:28])=[O:35])=[O:23])=[CH:14][CH:13]=2)=[O:10])[CH:7]=[C:2]([CH3:1])[CH:3]=1. (2) Given the reactants [N:1]([CH2:4][CH2:5][C:6]1[CH:11]=[CH:10][C:9]([C:12]2[NH:13][CH:14]=[CH:15][N:16]=2)=[CH:8][CH:7]=1)=[N+]=[N-].[H][H], predict the reaction product. The product is: [NH:13]1[CH:14]=[CH:15][N:16]=[C:12]1[C:9]1[CH:8]=[CH:7][C:6]([CH2:5][CH2:4][NH2:1])=[CH:11][CH:10]=1. (3) Given the reactants C[O:2][C:3](=[O:20])[C:4]1[CH:9]=[CH:8][C:7]([S:10]([C:13]2[CH:18]=[CH:17][CH:16]=[C:15]([Cl:19])[CH:14]=2)(=[O:12])=[O:11])=[CH:6][CH:5]=1.[Li+].[OH-].C(O)(=O)CC(CC(O)=O)(C(O)=O)O, predict the reaction product. The product is: [Cl:19][C:15]1[CH:14]=[C:13]([S:10]([C:7]2[CH:8]=[CH:9][C:4]([C:3]([OH:20])=[O:2])=[CH:5][CH:6]=2)(=[O:11])=[O:12])[CH:18]=[CH:17][CH:16]=1.